The task is: Predict the reactants needed to synthesize the given product.. This data is from Full USPTO retrosynthesis dataset with 1.9M reactions from patents (1976-2016). (1) Given the product [Br:25][C:19]1[C:20]([C:22]([OH:24])=[O:23])=[N:21][C:16]([Br:15])=[C:17]([C:26]([OH:28])=[O:27])[N:18]=1, predict the reactants needed to synthesize it. The reactants are: NC1C(C(O)=O)=NC(N)=C(C(O)=O)N=1.[Br:15][C:16]1[C:17]([C:26]([OH:28])=[O:27])=[N:18][C:19]([Br:25])=[C:20]([C:22]([OH:24])=[O:23])[N:21]=1.N([O-])=O.[Na+]. (2) Given the product [Cl:20][C:21]1[CH:31]=[CH:30][CH:29]=[C:28]([F:32])[C:22]=1[C:23]([NH:25][C:26]([N:11]([C:8]1[CH:7]=[CH:6][C:5]([C:3]([O:2][CH3:1])=[O:4])=[CH:10][CH:9]=1)[NH:12][C:13]([O:15][C:16]([CH3:19])([CH3:18])[CH3:17])=[O:14])=[O:27])=[O:24], predict the reactants needed to synthesize it. The reactants are: [CH3:1][O:2][C:3]([C:5]1[CH:10]=[CH:9][C:8]([NH:11][NH:12][C:13]([O:15][C:16]([CH3:19])([CH3:18])[CH3:17])=[O:14])=[CH:7][CH:6]=1)=[O:4].[Cl:20][C:21]1[CH:31]=[CH:30][CH:29]=[C:28]([F:32])[C:22]=1[C:23]([N:25]=[C:26]=[O:27])=[O:24]. (3) Given the product [CH3:14][CH:13]([CH3:15])[CH2:12][NH:11][C:6]1[CH:5]=[C:4]([CH3:16])[N:3]2[N:17]=[N:18][N:19]=[C:2]2[C:7]=1[N+:8]([O-:10])=[O:9], predict the reactants needed to synthesize it. The reactants are: Cl[C:2]1[C:7]([N+:8]([O-:10])=[O:9])=[C:6]([NH:11][CH2:12][CH:13]([CH3:15])[CH3:14])[CH:5]=[C:4]([CH3:16])[N:3]=1.[N-:17]=[N+:18]=[N-:19].[Na+].CN(C)C=O. (4) The reactants are: [NH2:1][C:2]1[N:3]=[CH:4][C:5]2[S:10][C:9](=[O:11])[N:8]([C@@H:12]3[O:24][C@H:23]([CH2:25][OH:26])[C@@H:18]([O:19][C:20](=[O:22])[CH3:21])[C@H:13]3[O:14][C:15](=[O:17])[CH3:16])[C:6]=2[N:7]=1.[C:27]([OH:34])(=[O:33])/[CH:28]=[CH:29]\[C:30]([OH:32])=[O:31]. Given the product [C:27]([OH:34])(=[O:33])/[CH:28]=[CH:29]\[C:30]([OH:32])=[O:31].[NH2:1][C:2]1[N:3]=[CH:4][C:5]2[S:10][C:9](=[O:11])[N:8]([C@@H:12]3[O:24][C@H:23]([CH2:25][OH:26])[C@@H:18]([O:19][C:20](=[O:22])[CH3:21])[C@H:13]3[O:14][C:15](=[O:17])[CH3:16])[C:6]=2[N:7]=1, predict the reactants needed to synthesize it.